Dataset: Reaction yield outcomes from USPTO patents with 853,638 reactions. Task: Predict the reaction yield, written as a fraction of the theoretical maximum amount of product (1.0 means a 100% yield; for example, 0.34 means a 34% yield). (1) The reactants are [H-].[H-].[H-].[H-].[Li+].[Al+3].[CH3:7][O:8][CH2:9][CH2:10][O:11][C:12]1[CH:13]=[C:14]([C:22]2[C:23]([C:34](OCC)=[O:35])=[N:24][N:25]([CH:28]3[CH2:33][CH2:32][CH2:31][CH2:30][O:29]3)[C:26]=2[CH3:27])[CH:15]=[C:16]([C:18]([F:21])([F:20])[F:19])[CH:17]=1. The catalyst is O1CCCC1. The product is [CH3:7][O:8][CH2:9][CH2:10][O:11][C:12]1[CH:13]=[C:14]([C:22]2[C:23]([CH2:34][OH:35])=[N:24][N:25]([CH:28]3[CH2:33][CH2:32][CH2:31][CH2:30][O:29]3)[C:26]=2[CH3:27])[CH:15]=[C:16]([C:18]([F:21])([F:20])[F:19])[CH:17]=1. The yield is 0.430. (2) The reactants are [I:1][C:2]1[CH:8]=[CH:7][CH:6]=[CH:5][C:3]=1[NH2:4].[CH2:9]([O:11][C:12](=[O:23])[C:13](=[CH:19]OCC)[C:14]([O:16][CH2:17][CH3:18])=[O:15])[CH3:10]. The catalyst is ClCCl. The product is [CH2:9]([O:11][C:12](=[O:23])[C:13](=[CH:19][NH:4][C:3]1[CH:5]=[CH:6][CH:7]=[CH:8][C:2]=1[I:1])[C:14]([O:16][CH2:17][CH3:18])=[O:15])[CH3:10]. The yield is 0.916.